From a dataset of Catalyst prediction with 721,799 reactions and 888 catalyst types from USPTO. Predict which catalyst facilitates the given reaction. (1) Reactant: [C:1]([N:5]([C:18]([C:20]1[CH:21]=[CH:22][C:23]([CH:29]=O)=[C:24]([B:26](O)[OH:27])[CH:25]=1)=[O:19])[NH:6][C:7](=[O:17])[C:8]1[CH:13]=[CH:12][CH:11]=[C:10]([O:14][CH3:15])[C:9]=1[CH3:16])([CH3:4])([CH3:3])[CH3:2].Cl.[CH3:32][S:33]([NH:36][NH2:37])(=[O:35])=[O:34]. Product: [C:1]([N:5]([C:18]([C:20]1[CH:21]=[CH:22][C:23]2[CH:29]=[N:37][N:36]([S:33]([CH3:32])(=[O:35])=[O:34])[B:26]([OH:27])[C:24]=2[CH:25]=1)=[O:19])[NH:6][C:7](=[O:17])[C:8]1[CH:13]=[CH:12][CH:11]=[C:10]([O:14][CH3:15])[C:9]=1[CH3:16])([CH3:4])([CH3:3])[CH3:2]. The catalyst class is: 14. (2) Reactant: C(Cl)(=O)C([Cl:4])=O.CN(C=O)C.[CH2:12]([O:19][CH:20]1[CH2:24][O:23][CH:22]([CH2:25][CH2:26]O)[CH2:21]1)[C:13]1[CH:18]=[CH:17][CH:16]=[CH:15][CH:14]=1.CCCCCC.C(OCC)(=O)C. Product: [CH2:12]([O:19][CH:20]1[CH2:24][O:23][CH:22]([CH2:25][CH2:26][Cl:4])[CH2:21]1)[C:13]1[CH:18]=[CH:17][CH:16]=[CH:15][CH:14]=1. The catalyst class is: 2. (3) Reactant: [CH3:1][C:2]1[C:6]([C:7]([NH:9][N:10]2[CH2:15][CH2:14][CH2:13][CH2:12][CH2:11]2)=[O:8])=[N:5][N:4]([C:16]2[CH:17]=[CH:18][C:19]([Cl:23])=[CH:20][C:21]=2[Cl:22])[C:3]=1[C:24]1[CH:25]=[CH:26][C:27]([Cl:30])=[CH:28][CH:29]=1.CC1C(C(NN2CCCCC2)=O)=NN(C2C=CC(Cl)=CC=2[Cl:52])C=1C1C=CC(Cl)=CC=1.Cl. Product: [CH3:1][C:2]1[C:6]([C:7]([NH:9][N:10]2[CH2:11][CH2:12][CH2:13][CH2:14][CH2:15]2)=[O:8])=[N:5][N:4]([C:16]2[CH:17]=[CH:18][C:19]([Cl:23])=[CH:20][C:21]=2[Cl:22])[C:3]=1[C:24]1[CH:25]=[CH:26][C:27]([Cl:30])=[CH:28][CH:29]=1.[ClH:52]. The catalyst class is: 28. (4) Reactant: [CH2:1]([O:3][C:4]([C:6]1([NH:11][C:12]([CH:14]2[N:18]([C:19](=[O:37])[N:20]([CH2:30][CH2:31][CH2:32][CH2:33][CH2:34][CH:35]=[CH2:36])[CH2:21][C:22]3[CH:27]=[CH:26][C:25]([O:28][CH3:29])=[CH:24][CH:23]=3)[CH2:17][CH:16]([O:38]C(=O)C3C=CC([N+]([O-])=O)=CC=3)[CH2:15]2)=[O:13])[CH2:8][CH:7]1C=C)=[O:5])[CH3:2]. Product: [CH2:1]([O:3][C:4]([C:6]12[CH2:8][CH:7]1[CH:36]=[CH:35][CH2:34][CH2:33][CH2:32][CH2:31][CH2:30][N:20]([CH2:21][C:22]1[CH:23]=[CH:24][C:25]([O:28][CH3:29])=[CH:26][CH:27]=1)[C:19](=[O:37])[N:18]1[CH:14]([CH2:15][CH:16]([OH:38])[CH2:17]1)[C:12](=[O:13])[NH:11]2)=[O:5])[CH3:2]. The catalyst class is: 26. (5) Reactant: C1(P(N=[N+]=[N-])(C2C=CC=CC=2)=[O:8])C=CC=CC=1.[CH2:18]([O:25][C:26]1[C:27](C(O)=O)=[N:28][N:29]([C:31]2[CH:36]=[CH:35][CH:34]=[CH:33][C:32]=2[F:37])[CH:30]=1)[C:19]1[CH:24]=[CH:23][CH:22]=[CH:21][CH:20]=1.C([N:43]([CH2:46]C)CC)C.[CH3:48][C:49]([OH:52])([CH3:51])[CH3:50]. Product: [CH2:18]([O:25][C:26]1[C:27]([NH:43][C:46]([O:52][C:49]([CH3:51])([CH3:50])[CH3:48])=[O:8])=[N:28][N:29]([C:31]2[CH:36]=[CH:35][CH:34]=[CH:33][C:32]=2[F:37])[CH:30]=1)[C:19]1[CH:20]=[CH:21][CH:22]=[CH:23][CH:24]=1. The catalyst class is: 225. (6) Reactant: [CH3:1][O:2][C:3]1[CH:4]=[C:5]([C:11]2[C:16]([C:17]3[C:22]([F:23])=[CH:21][C:20]([F:24])=[CH:19][C:18]=3[F:25])=[C:15]([CH3:26])[O:14][C:13](=[O:27])[C:12]=2[CH3:28])[CH:6]=[C:7]([O:9][CH3:10])[CH:8]=1.[Cl:29]N1C(=O)CCC1=O.O. Product: [Cl:29][C:6]1[C:7]([O:9][CH3:10])=[CH:8][C:3]([O:2][CH3:1])=[CH:4][C:5]=1[C:11]1[C:16]([C:17]2[C:22]([F:23])=[CH:21][C:20]([F:24])=[CH:19][C:18]=2[F:25])=[C:15]([CH3:26])[O:14][C:13](=[O:27])[C:12]=1[CH3:28]. The catalyst class is: 9.